From a dataset of Full USPTO retrosynthesis dataset with 1.9M reactions from patents (1976-2016). Predict the reactants needed to synthesize the given product. (1) Given the product [SH:4][CH2:5][CH2:6][C:7]1[CH:12]=[CH:11][C:10]([C:13]([OH:15])=[O:14])=[CH:9][C:8]=1[C:17]([OH:19])=[O:18], predict the reactants needed to synthesize it. The reactants are: C([S:4][CH2:5][CH2:6][C:7]1[CH:12]=[CH:11][C:10]([C:13]([O:15]C)=[O:14])=[CH:9][C:8]=1[C:17]([O:19]C)=[O:18])(=O)C.[OH-].[Na+]. (2) Given the product [Cl:1][C:2]1[CH:7]=[CH:6][C:5]([S:8](/[CH:11]=[CH:12]/[C:19]2[CH:22]=[CH:23][C:16]([Cl:15])=[CH:17][CH:18]=2)(=[O:10])=[O:9])=[CH:4][CH:3]=1, predict the reactants needed to synthesize it. The reactants are: [Cl:1][C:2]1[CH:7]=[CH:6][C:5]([S:8]([CH2:11][C:12](O)=O)(=[O:10])=[O:9])=[CH:4][CH:3]=1.[Cl:15][C:16]1[CH:23]=[CH:22][C:19](C=O)=[CH:18][CH:17]=1. (3) The reactants are: [CH3:1][O:2][C:3]1[CH:4]=[C:5]2[C:10](=[CH:11][C:12]=1[O:13][CH3:14])[N:9]=[CH:8][CH:7]=[C:6]2[O:15][C:16]1[CH:22]=[CH:21][C:19]([NH2:20])=[C:18]([F:23])[CH:17]=1.C(N(CC)CC)C.ClC(Cl)(O[C:35](=[O:41])OC(Cl)(Cl)Cl)Cl.[NH2:43][C:44]1[S:45][CH:46]=[C:47]([C:49]([CH3:52])([CH3:51])[CH3:50])[N:48]=1. Given the product [C:49]([C:47]1[N:48]=[C:44]([NH:43][C:35]([NH:20][C:19]2[CH:21]=[CH:22][C:16]([O:15][C:6]3[C:5]4[C:10](=[CH:11][C:12]([O:13][CH3:14])=[C:3]([O:2][CH3:1])[CH:4]=4)[N:9]=[CH:8][CH:7]=3)=[CH:17][C:18]=2[F:23])=[O:41])[S:45][CH:46]=1)([CH3:52])([CH3:51])[CH3:50], predict the reactants needed to synthesize it.